Dataset: Full USPTO retrosynthesis dataset with 1.9M reactions from patents (1976-2016). Task: Predict the reactants needed to synthesize the given product. (1) Given the product [F:1][C:2]1[CH:3]=[C:4]([CH2:5][OH:6])[CH:7]=[C:8]([F:21])[C:9]=1[O:10][Si:11]([CH:15]([CH3:17])[CH3:16])([CH:18]([CH3:20])[CH3:19])[CH:12]([CH3:13])[CH3:14], predict the reactants needed to synthesize it. The reactants are: [F:1][C:2]1[CH:3]=[C:4]([CH:7]=[C:8]([F:21])[C:9]=1[O:10][Si:11]([CH:18]([CH3:20])[CH3:19])([CH:15]([CH3:17])[CH3:16])[CH:12]([CH3:14])[CH3:13])[CH:5]=[O:6].O.[BH4-].[Na+].Cl. (2) Given the product [CH2:25]([O:27][C:28](=[O:31])[CH2:29][NH:30][CH2:22][C:17]1[CH:16]=[CH:15][C:14]2[C:19](=[CH:20][CH:21]=[C:12]([O:11][C@H:8]3[CH2:9][CH2:10][C@H:5]([C:1]([CH3:4])([CH3:3])[CH3:2])[CH2:6][CH2:7]3)[CH:13]=2)[CH:18]=1)[CH3:26], predict the reactants needed to synthesize it. The reactants are: [C:1]([CH:5]1[CH2:10][CH2:9][CH:8]([O:11][C:12]2[CH:13]=[C:14]3[C:19](=[CH:20][CH:21]=2)[CH:18]=[C:17]([CH:22]=O)[CH:16]=[CH:15]3)[CH2:7][CH2:6]1)([CH3:4])([CH3:3])[CH3:2].Cl.[CH2:25]([O:27][C:28](=[O:31])[CH2:29][NH2:30])[CH3:26].C(N(CC)CC)C.C(O[BH-](OC(=O)C)OC(=O)C)(=O)C.[Na+]. (3) Given the product [Cl:1][C:2]1[C:3]([O:20][C:15]2[CH:16]=[CH:17][C:18]([Cl:19])=[C:13]([Cl:12])[CH:14]=2)=[CH:4][C:5]([F:10])=[C:6]([CH:9]=1)[C:7]#[N:8], predict the reactants needed to synthesize it. The reactants are: [Cl:1][C:2]1[C:3](F)=[CH:4][C:5]([F:10])=[C:6]([CH:9]=1)[C:7]#[N:8].[Cl:12][C:13]1[CH:14]=[C:15]([OH:20])[CH:16]=[CH:17][C:18]=1[Cl:19].C(=O)([O-])[O-].[K+].[K+].